This data is from Catalyst prediction with 721,799 reactions and 888 catalyst types from USPTO. The task is: Predict which catalyst facilitates the given reaction. Reactant: [NH:1]1[C:9]2[C:4](=[CH:5][CH:6]=[CH:7][CH:8]=2)[CH2:3][CH:2]1[C:10]([OH:12])=[O:11].C(N(CC)CC)C.[C:20](Cl)(=[O:23])[CH2:21][CH3:22]. Product: [C:20]([N:1]1[C:9]2[C:4](=[CH:5][CH:6]=[CH:7][CH:8]=2)[CH2:3][CH:2]1[C:10]([OH:12])=[O:11])(=[O:23])[CH2:21][CH3:22]. The catalyst class is: 64.